From a dataset of Forward reaction prediction with 1.9M reactions from USPTO patents (1976-2016). Predict the product of the given reaction. (1) Given the reactants [CH2:1]([N:8](C(OC(C)(C)C)=O)[S:9]([NH2:12])(=[O:11])=[O:10])[C:2]1[CH:7]=[CH:6][CH:5]=[CH:4][CH:3]=1.Cl, predict the reaction product. The product is: [CH2:1]([NH:8][S:9]([NH2:12])(=[O:11])=[O:10])[C:2]1[CH:3]=[CH:4][CH:5]=[CH:6][CH:7]=1. (2) Given the reactants [C:1]([O-:4])(=[O:3])[CH3:2].[K+].[I:6][C:7]1[CH:14]=[CH:13][C:10]([CH2:11]Br)=[CH:9][CH:8]=1.C(O)C, predict the reaction product. The product is: [C:1]([O:4][CH2:11][C:10]1[CH:13]=[CH:14][C:7]([I:6])=[CH:8][CH:9]=1)(=[O:3])[CH3:2]. (3) Given the reactants [C:1]1([C:7]([C:13]2[CH:18]=[CH:17][CH:16]=[CH:15][CH:14]=2)([CH3:12])[C:8]([O:10][CH3:11])=[O:9])[CH:6]=[CH:5][CH:4]=[CH:3][CH:2]=1.[C@@:19]12(O)[N:26](C)[C@@H:23]([CH2:24][CH2:25]1)[CH2:22][CH:21]=[CH:20]2.[Na].O, predict the reaction product. The product is: [C:1]1([C:7]([C:13]2[CH:18]=[CH:17][CH:16]=[CH:15][CH:14]=2)([CH3:12])[C:8]([O:10][C@@:11]23[N:26]([CH3:19])[C@@H:23]([CH2:24][CH2:25]2)[CH2:22][CH:21]=[CH:20]3)=[O:9])[CH:2]=[CH:3][CH:4]=[CH:5][CH:6]=1.